Dataset: Reaction yield outcomes from USPTO patents with 853,638 reactions. Task: Predict the reaction yield, written as a fraction of the theoretical maximum amount of product (1.0 means a 100% yield; for example, 0.34 means a 34% yield). The reactants are [CH:1]([C:4]1[CH:10]=[CH:9][CH:8]=[C:7]([CH:11]([CH3:13])[CH3:12])[C:5]=1[NH2:6])([CH3:3])[CH3:2].C([N:16]([CH2:19][CH3:20])CC)C.Cl[S:22]([C:25]1[CH:33]=[CH:32][CH:31]=[CH:30][C:26]=1[C:27](Cl)=[O:28])(=[O:24])=[O:23]. The catalyst is C(Cl)(Cl)Cl. The product is [CH:11]([C:7]1[CH:8]=[CH:9][CH:10]=[C:4]([CH:1]([CH3:3])[CH3:2])[C:5]=1[NH:6][C:27](=[O:28])[C:26]1[CH:30]=[CH:31][CH:32]=[CH:33][C:25]=1[S:22](=[O:24])(=[O:23])[NH:16][C:19]1[C:20]([CH:1]([CH3:3])[CH3:2])=[CH:9][CH:10]=[CH:4][C:5]=1[CH:7]([CH3:11])[CH3:8])([CH3:13])[CH3:12]. The yield is 0.480.